From a dataset of Full USPTO retrosynthesis dataset with 1.9M reactions from patents (1976-2016). Predict the reactants needed to synthesize the given product. (1) Given the product [N+:1]([C:4]1[CH:5]=[C:6]([CH2:10][CH2:11][CH2:12][OH:13])[CH:7]=[CH:8][CH:9]=1)([O-:3])=[O:2], predict the reactants needed to synthesize it. The reactants are: [N+:1]([C:4]1[CH:5]=[C:6]([CH2:10][CH2:11][C:12](O)=[O:13])[CH:7]=[CH:8][CH:9]=1)([O-:3])=[O:2].B. (2) Given the product [CH:22]([C:26]1[CH2:32][C@@H:31]2[C@H:28]([CH:27]=1)[C:29](=[CH:12][C:13]([O:15][C:16]([CH3:19])([CH3:18])[CH3:17])=[O:14])[CH2:30]2)([CH2:24][CH3:25])[CH3:23], predict the reactants needed to synthesize it. The reactants are: O1CCCC1.COP([CH2:12][C:13]([O:15][C:16]([CH3:19])([CH3:18])[CH3:17])=[O:14])(OC)=O.[H-].[Na+].[CH:22]([C:26]1[CH2:27][C@@H:28]2[C@H:31]([CH:32]=1)[C:30](=O)[CH2:29]2)([CH2:24][CH3:25])[CH3:23]. (3) Given the product [Cl:1][C:2]1[S:6][C:5]([S:7]([N:10]([CH2:17][CH3:18])[C:11]2([C:14]([NH:46][CH2:45][C:43]3[CH:42]=[CH:41][N:40]=[C:39]([C:36]4[CH:35]=[CH:34][C:33]([O:32][C:31]([F:48])([F:30])[F:47])=[CH:38][CH:37]=4)[CH:44]=3)=[O:16])[CH2:12][CH2:13]2)(=[O:8])=[O:9])=[CH:4][CH:3]=1, predict the reactants needed to synthesize it. The reactants are: [Cl:1][C:2]1[S:6][C:5]([S:7]([N:10]([CH2:17][CH3:18])[C:11]2([C:14]([OH:16])=O)[CH2:13][CH2:12]2)(=[O:9])=[O:8])=[CH:4][CH:3]=1.CCOC(OC(OCC)=O)=O.[F:30][C:31]([F:48])([F:47])[O:32][C:33]1[CH:38]=[CH:37][C:36]([C:39]2[CH:44]=[C:43]([CH2:45][NH2:46])[CH:42]=[CH:41][N:40]=2)=[CH:35][CH:34]=1. (4) Given the product [N:14]1[CH:13]=[C:12]([O:9][CH2:8][CH2:7][OH:10])[CH:17]=[N:16][CH:15]=1, predict the reactants needed to synthesize it. The reactants are: O(C(C)(C)C)[K].[CH2:7]([OH:10])[CH2:8][OH:9].Br[C:12]1[CH:13]=[N:14][CH:15]=[N:16][CH:17]=1. (5) Given the product [C:1]([O:4][C@@H:5]1[C@H:14]([O:15][C:16](=[O:18])[CH3:17])[C@@H:8]([CH2:9][O:10][C:11](=[O:13])[CH3:12])[O:7][C@H:6]1[N:19]1[CH:27]=[N:26][C:25]2[C:20]1=[N:21][C:22]([Cl:29])=[N:23][C:24]=2[N:34]1[CH:35]=[CH:36][N:37]=[C:33]1[CH2:30][CH2:31][CH3:32])(=[O:3])[CH3:2], predict the reactants needed to synthesize it. The reactants are: [C:1]([O:4][C@@H:5]1[C@H:9]([O:10][C:11](=[O:13])[CH3:12])[C@@H:8]([CH2:14][O:15][C:16](=[O:18])[CH3:17])[O:7][C@H:6]1[N:19]1[CH:27]=[N:26][C:25]2[C:20]1=[N:21][C:22]([Cl:29])=[N:23][C:24]=2Cl)(=[O:3])[CH3:2].[CH2:30]([C:33]1[NH:34][CH:35]=[CH:36][N:37]=1)[CH2:31][CH3:32].